This data is from Forward reaction prediction with 1.9M reactions from USPTO patents (1976-2016). The task is: Predict the product of the given reaction. The product is: [NH2:1][C:2]1[C:7]([C:8]2[CH:9]=[C:10]([NH:14][S:15]([C:18]3[CH:23]=[CH:22][C:21]([OH:24])=[CH:20][C:19]=3[OH:26])(=[O:17])=[O:16])[CH:11]=[CH:12][CH:13]=2)=[C:6]([NH:28][C@H:29]([C:31]2[N:36]([C:37]3[CH:42]=[CH:41][CH:40]=[CH:39][CH:38]=3)[C:35](=[O:43])[C:34]3=[C:44]([CH3:47])[CH:45]=[CH:46][N:33]3[N:32]=2)[CH3:30])[N:5]=[CH:4][N:3]=1. Given the reactants [NH2:1][C:2]1[C:7]([C:8]2[CH:9]=[C:10]([NH:14][S:15]([C:18]3[CH:23]=[CH:22][C:21]([O:24]C)=[CH:20][C:19]=3[O:26]C)(=[O:17])=[O:16])[CH:11]=[CH:12][CH:13]=2)=[C:6]([NH:28][C@H:29]([C:31]2[N:36]([C:37]3[CH:42]=[CH:41][CH:40]=[CH:39][CH:38]=3)[C:35](=[O:43])[C:34]3=[C:44]([CH3:47])[CH:45]=[CH:46][N:33]3[N:32]=2)[CH3:30])[N:5]=[CH:4][N:3]=1.B(Br)(Br)Br, predict the reaction product.